This data is from Reaction yield outcomes from USPTO patents with 853,638 reactions. The task is: Predict the reaction yield, written as a fraction of the theoretical maximum amount of product (1.0 means a 100% yield; for example, 0.34 means a 34% yield). (1) The reactants are N#N.[CH3:3][O:4][C:5](=[O:28])[CH2:6][C:7]1[S:8][C:9]([C:12]2[CH:17]=[CH:16][CH:15]=[CH:14][C:13]=2[NH:18][C:19]([C:21]2[CH:22]=[N:23][CH:24]=[C:25](Br)[CH:26]=2)=[O:20])=[CH:10][CH:11]=1.[CH3:29][O:30][C:31]1[CH:36]=[C:35]([O:37][CH3:38])[CH:34]=[CH:33][C:32]=1B(O)O.C([O-])(O)=O.[Na+]. The catalyst is COCCOC.[Pd].C1(P(C2C=CC=CC=2)C2C=CC=CC=2)C=CC=CC=1.C1(P(C2C=CC=CC=2)C2C=CC=CC=2)C=CC=CC=1.C1(P(C2C=CC=CC=2)C2C=CC=CC=2)C=CC=CC=1.C1(P(C2C=CC=CC=2)C2C=CC=CC=2)C=CC=CC=1. The product is [CH3:3][O:4][C:5](=[O:28])[CH2:6][C:7]1[S:8][C:9]([C:12]2[CH:17]=[CH:16][CH:15]=[CH:14][C:13]=2[NH:18][C:19]([C:21]2[CH:22]=[N:23][CH:24]=[C:25]([C:34]3[CH:33]=[CH:32][C:31]([O:30][CH3:29])=[CH:36][C:35]=3[O:37][CH3:38])[CH:26]=2)=[O:20])=[CH:10][CH:11]=1. The yield is 0.710. (2) The reactants are Cl.[NH2:2][CH2:3][C:4]1([OH:10])[CH2:9][CH2:8][CH2:7][CH2:6][CH2:5]1.C(N(CC)CC)C.N1C=CC=C[C:19]=1[O:24]C(=O)OC1C=CC=CN=1. The catalyst is ClCCl.C(OCC)(=O)C. The product is [O:10]1[C:4]2([CH2:9][CH2:8][CH2:7][CH2:6][CH2:5]2)[CH2:3][NH:2][C:19]1=[O:24]. The yield is 0.740. (3) The reactants are [CH2:1]([O:8][CH2:9][C@@H:10]([CH3:29])[CH2:11][C:12]1[N:17]=[C:16]([C:18]2[CH:23]=[CH:22][C:21]([Cl:24])=[C:20]([Cl:25])[CH:19]=2)[C:15]([C:26]#[N:27])=[C:14](O)[N:13]=1)[C:2]1[CH:7]=[CH:6][CH:5]=[CH:4][CH:3]=1.O=P(Cl)(Cl)[Cl:32]. The catalyst is O1CCOCC1. The product is [CH2:1]([O:8][CH2:9][C@@H:10]([CH3:29])[CH2:11][C:12]1[N:13]=[C:14]([Cl:32])[C:15]([C:26]#[N:27])=[C:16]([C:18]2[CH:23]=[CH:22][C:21]([Cl:24])=[C:20]([Cl:25])[CH:19]=2)[N:17]=1)[C:2]1[CH:7]=[CH:6][CH:5]=[CH:4][CH:3]=1. The yield is 0.580. (4) The reactants are [Cl:1][C:2]1[CH:3]=[CH:4][C:5]([N:15]2[CH:19]=[C:18]([C:20]([F:23])([F:22])[F:21])[N:17]=[N:16]2)=[C:6]([C:8]2[N:13]=[CH:12][N:11]=[C:10]([OH:14])[CH:9]=2)[CH:7]=1.CN(C(ON1N=NC2C=CC=NC1=2)=[N+](C)C)C.F[P-](F)(F)(F)(F)F.C1CCN2C(=NCCC2)CC1.N[C@@H:60]1[C:77]2[CH:78]=[C:73]([CH:74]=[CH:75][CH:76]=2)[C:72]2[N:71]=[CH:70][C:69]([O:79][CH3:80])=[CH:68][C:67]=2[NH:66][C:65](=[O:81])[C@H:64]([CH3:82])[CH2:63][CH2:62][CH2:61]1. The catalyst is C(#N)C.CN(C=O)C. The product is [Cl:1][C:2]1[CH:3]=[CH:4][C:5]([N:15]2[CH:19]=[C:18]([C:20]([F:21])([F:23])[F:22])[N:17]=[N:16]2)=[C:6]([C:8]2[N:13]=[CH:12][N:11]([C@@H:60]3[C:77]4[CH:78]=[C:73]([CH:74]=[CH:75][CH:76]=4)[C:72]4[N:71]=[CH:70][C:69]([O:79][CH3:80])=[CH:68][C:67]=4[NH:66][C:65](=[O:81])[C@H:64]([CH3:82])[CH2:63][CH2:62][CH2:61]3)[C:10](=[O:14])[CH:9]=2)[CH:7]=1. The yield is 0.0480.